This data is from TCR-epitope binding with 47,182 pairs between 192 epitopes and 23,139 TCRs. The task is: Binary Classification. Given a T-cell receptor sequence (or CDR3 region) and an epitope sequence, predict whether binding occurs between them. (1) The TCR CDR3 sequence is CASSLALANEQFF. Result: 1 (the TCR binds to the epitope). The epitope is YLQPRTFLL. (2) The epitope is GLNKIVRMY. The TCR CDR3 sequence is CASSHTSADEQFF. Result: 0 (the TCR does not bind to the epitope). (3) The epitope is TLIGDCATV. The TCR CDR3 sequence is CASSLPLGTNNEQFF. Result: 1 (the TCR binds to the epitope).